Dataset: Forward reaction prediction with 1.9M reactions from USPTO patents (1976-2016). Task: Predict the product of the given reaction. (1) Given the reactants [CH:1]1([CH2:4][O:5][C:6]2[N:11]=[C:10]([C:12]([OH:14])=O)[CH:9]=[CH:8][C:7]=2[C:15]2([OH:19])[CH2:18][CH2:17][CH2:16]2)[CH2:3][CH2:2]1.[NH2:20][C:21]1([CH2:25][C:26]([NH2:28])=[O:27])[CH2:24][O:23][CH2:22]1.CCN(C(C)C)C(C)C, predict the reaction product. The product is: [NH2:28][C:26](=[O:27])[CH2:25][C:21]1([NH:20][C:12]([C:10]2[CH:9]=[CH:8][C:7]([C:15]3([OH:19])[CH2:18][CH2:17][CH2:16]3)=[C:6]([O:5][CH2:4][CH:1]3[CH2:2][CH2:3]3)[N:11]=2)=[O:14])[CH2:24][O:23][CH2:22]1. (2) Given the reactants [C:1]1([OH:7])[CH:6]=[CH:5][CH:4]=[CH:3][CH:2]=1.O=C(C)CCOC(C1C(=O)[O:17][C:18]2[C:23](C=1)=[CH:22][CH:21]=[CH:20][CH:19]=2)=O, predict the reaction product. The product is: [CH:21]1[CH:22]=[C:23]([C:3]2[CH:4]=[CH:5][CH:6]=[C:1]([OH:7])[CH:2]=2)[C:18]([OH:17])=[CH:19][CH:20]=1. (3) Given the reactants C(OC1C(OC)=C(C=CC=1)C=O)(C)C.[CH:15]([O:18][C:19]1[CH:32]=[CH:31][C:22](/[CH:23]=[N:24]/[S@:25]([C:27]([CH3:30])([CH3:29])[CH3:28])=[O:26])=[C:21]([O:33][CH3:34])[CH:20]=1)([CH3:17])[CH3:16].[BH4-].[Na+], predict the reaction product. The product is: [CH:15]([O:18][C:19]1[CH:32]=[CH:31][C:22]([CH:23]=[N:24][S@:25]([C:27]([CH3:28])([CH3:30])[CH3:29])=[O:26])=[C:21]([O:33][CH3:34])[CH:20]=1)([CH3:17])[CH3:16]. (4) Given the reactants [NH2:1][C:2]1[N:7]=[C:6]([CH:8]([F:10])[F:9])[N:5]=[C:4]([O:11][CH3:12])[N:3]=1.[F:13][C:14]([F:28])([F:27])[C:15]1[CH:20]=[CH:19][CH:18]=[CH:17][C:16]=1[S:21]([N:24]=[C:25]=[O:26])(=[O:23])=[O:22], predict the reaction product. The product is: [F:9][CH:8]([F:10])[C:6]1[N:5]=[C:4]([O:11][CH3:12])[N:3]=[C:2]([NH:1][C:25]([NH:24][S:21]([C:16]2[CH:17]=[CH:18][CH:19]=[CH:20][C:15]=2[C:14]([F:28])([F:13])[F:27])(=[O:22])=[O:23])=[O:26])[N:7]=1. (5) Given the reactants [Cl:1][C:2]1[CH:7]=[C:6]([N:8]2[CH2:12][CH2:11][CH2:10][C@H:9]2[C:13]([F:16])([F:15])[F:14])[N:5]=[C:4](S(C)(=O)=O)[N:3]=1.C[CH2:22][N:23](C(C)C)C(C)C.CN, predict the reaction product. The product is: [Cl:1][C:2]1[CH:7]=[C:6]([N:8]2[CH2:12][CH2:11][CH2:10][C@H:9]2[C:13]([F:16])([F:15])[F:14])[N:5]=[C:4]([NH:23][CH3:22])[N:3]=1. (6) Given the reactants [Cl:1][C:2]1[CH:3]=[C:4]([CH3:29])[C:5]2[N:10]=[C:9]([C:11]3[N:15]([C:16]4[C:21]([Cl:22])=[CH:20][CH:19]=[CH:18][N:17]=4)[N:14]=[C:13]([C:23]([F:26])([F:25])[F:24])[CH:12]=3)[O:8][C:7](=[O:27])[C:6]=2[CH:28]=1.[NH2:30][CH2:31][CH:32]1[CH2:35][CH2:34][O:33]1, predict the reaction product. The product is: [Cl:1][C:2]1[CH:28]=[C:6]([C:7]([NH:30][CH2:31][CH:32]2[CH2:35][CH2:34][O:33]2)=[O:27])[C:5]([NH:10][C:9]([C:11]2[N:15]([C:16]3[C:21]([Cl:22])=[CH:20][CH:19]=[CH:18][N:17]=3)[N:14]=[C:13]([C:23]([F:25])([F:24])[F:26])[CH:12]=2)=[O:8])=[C:4]([CH3:29])[CH:3]=1. (7) Given the reactants [F:1][C:2]1[CH:7]=[CH:6][CH:5]=[C:4]([OH:8])[C:3]=1[C:9]1[N:18]=[C:17]([N:19]2[CH2:23][CH2:22][C@@H:21]([NH:24]C(=O)OC(C)(C)C)[CH2:20]2)[C:16]2[C:11](=[CH:12][C:13]([CH3:32])=[CH:14][CH:15]=2)[N:10]=1.C(O)(C(F)(F)F)=O.[OH-].[Na+], predict the reaction product. The product is: [NH2:24][C@@H:21]1[CH2:22][CH2:23][N:19]([C:17]2[C:16]3[C:11](=[CH:12][C:13]([CH3:32])=[CH:14][CH:15]=3)[N:10]=[C:9]([C:3]3[C:2]([F:1])=[CH:7][CH:6]=[CH:5][C:4]=3[OH:8])[N:18]=2)[CH2:20]1.